From a dataset of Drug-target binding data from BindingDB using IC50 measurements. Regression. Given a target protein amino acid sequence and a drug SMILES string, predict the binding affinity score between them. We predict pIC50 (pIC50 = -log10(IC50 in M); higher means more potent). Dataset: bindingdb_ic50. (1) The small molecule is Oc1cc(Cl)ccc1Oc1ccc(Cl)cc1CN1CCCCC1. The target protein sequence is MNKISQRLLFLFLHFYTTVCFIQNNTQKTFHNVLQNEQIRGKEKAFYRKEKRENIFIGNKMKHVHNMNNTHNNNHYMEKEEQDASNINKIKEENKNEDICFIAGIGDTNGYGWGIAKELSKRNVKIIFGIWPPVYNIFMKNYKNGKFDNDMIIDKDKKMNILDMLPFDASFDTANDIDEETKNNKRYNMLQNYPIEDVANLIHQKYGKINMLVHSLANAKEVQKDLLNTSRKGYLDALSKSSYSLISLCKYFVNIMKPQSSIISLTYHASQKVVPGYGGGMSSAKAALESDTRVLAYHLGRNYNIRINTISAGPLKSRAATAINKLNNTYENNTNQNKNRNSHDVHNIMNNSGEKEEKKNSASQNYTFIDYAIEYSEKYAPLRQKLLSTDIGSVASFLLSRESRAITGQTIYVDNGLNIMFLPDDIYRNENE. The pIC50 is 4.3. (2) The pIC50 is 4.7. The compound is COc1ccc(C(N)=O)cc1NC(=O)/C=C\C(=O)O. The target protein (Q53GL7) has sequence MVAMAEAEAGVAVEVRGLPPAVPDELLTLYFENRRRSGGGPVLSWQRLGCGGVLTFREPADAERVLAQADHELHGAQLSLRPAPPRAPARLLLQGLPPGTTPQRLEQHVQALLRASGLPVQPCCALASPRPDRALVQLPKPLSEADVRVLEEQAQNLGLEGTLVSLARVPQARAVRVVGDGASVDLLLLELYLENERRSGGGPLEDLQRLPGPLGTVASFQQWQVAERVLQQEHRLQGSELSLVPHYDILEPEELAENTSGGDHPSTQGPRATKHALLRTGGLVTALQGAGTVTMGSGEEPGQSGASLRTGPMVQGRGIMTTGSGQEPGQSGTSLRTGPMGSLGQAEQVSSMPMGSLEHEGLVSLRPVGLQEQEGPMSLGPVGSAGPVETSKGLLGQEGLVEIAMDSPEQEGLVGPMEITMGSLEKAGPVSPGCVKLAGQEGLVEMVLLMEPGAMRFLQLYHEDLLAGLGDVALLPLEGPDMTGFRLCGAQASCQAAEEF.... (3) The compound is Cn1cc(-c2ccncc2)c(-c2ccc(OCc3ccc4cc(F)ccc4n3)cc2)n1. The target protein (Q13370) has sequence MRRDERDAKAMRSLQPPDGAGSPPESLRNGYVKSCVSPLRQDPPRGFFFHLCRFCNVELRPPPASPQQPRRCSPFCRARLSLGALAAFVLALLLGAEPESWAAGAAWLRTLLSVCSHSLSPLFSIACAFFFLTCFLTRTKRGPGPGRSCGSWWLLALPACCYLGDFLVWQWWSWPWGDGDAGSAAPHTPPEAAAGRLLLVLSCVGLLLTLAHPLRLRHCVLVLLLASFVWWVSFTSLGSLPSALRPLLSGLVGGAGCLLALGLDHFFQIREAPLHPRLSSAAEEKVPVIRPRRRSSCVSLGETAASYYGSCKIFRRPSLPCISREQMILWDWDLKQWYKPHYQNSGGGNGVDLSVLNEARNMVSDLLTDPSLPPQVISSLRSISSLMGAFSGSCRPKINPLTPFPGFYPCSEIEDPAEKGDRKLNKGLNRNSLPTPQLRRSSGTSGLLPVEQSSRWDRNNGKRPHQEFGISSQGCYLNGPFNSNLLTIPKQRSSSVSLTH.... The pIC50 is 4.6.